Dataset: Full USPTO retrosynthesis dataset with 1.9M reactions from patents (1976-2016). Task: Predict the reactants needed to synthesize the given product. (1) Given the product [CH3:1][O:2][C:3]1[CH:4]=[C:5]([C:11]2[S:15][C:14]3=[N:16][C:17]([CH3:20])=[C:18]([C:29]4[CH:30]=[C:31]([C:36]([F:39])([F:38])[F:37])[C:32]([NH2:35])=[N:33][CH:34]=4)[N:13]3[N:12]=2)[CH:6]=[CH:7][C:8]=1[O:9][CH3:10], predict the reactants needed to synthesize it. The reactants are: [CH3:1][O:2][C:3]1[CH:4]=[C:5]([C:11]2[S:15][C:14]3=[N:16][C:17]([CH3:20])=[C:18](I)[N:13]3[N:12]=2)[CH:6]=[CH:7][C:8]=1[O:9][CH3:10].CC1(C)C(C)(C)OB([C:29]2[CH:30]=[C:31]([C:36]([F:39])([F:38])[F:37])[C:32]([NH2:35])=[N:33][CH:34]=2)O1.C(Cl)Cl.C(=O)([O-])[O-].[Cs+].[Cs+]. (2) Given the product [F:1][C:2]1[CH:3]=[C:4]2[C:8](=[CH:9][CH:10]=1)[NH:7][C:6](=[O:11])[C:5]2=[C:12]1[C:20]2[C:15](=[CH:16][C:17]([CH2:21][N:29]3[CH2:30][CH2:31][CH:26]([OH:25])[CH2:27][CH2:28]3)=[CH:18][CH:19]=2)[C:14]([CH3:24])([CH3:23])[O:13]1, predict the reactants needed to synthesize it. The reactants are: [F:1][C:2]1[CH:3]=[C:4]2[C:8](=[CH:9][CH:10]=1)[NH:7][C:6](=[O:11])[C:5]2=[C:12]1[C:20]2[C:15](=[CH:16][C:17]([CH:21]=O)=[CH:18][CH:19]=2)[C:14]([CH3:24])([CH3:23])[O:13]1.[OH:25][CH:26]1[CH2:31][CH2:30][NH:29][CH2:28][CH2:27]1.C(O)(=O)C.C(O[BH-](OC(=O)C)OC(=O)C)(=O)C. (3) Given the product [Cl:34][C:22]1[N:23]=[CH:24][N:25]([CH2:26][O:27][CH2:28][CH2:29][Si:30]([CH3:31])([CH3:33])[CH3:32])[C:21]=1[C:19]([NH:18][CH2:17][C:12]1[CH:13]=[CH:14][C:15]([Cl:16])=[C:10]([O:9][C:4]2[CH:3]=[C:2]([C:41]#[C:40][Si:37]([CH3:39])([CH3:38])[CH3:36])[CH:7]=[C:6]([Cl:8])[CH:5]=2)[C:11]=1[F:35])=[O:20], predict the reactants needed to synthesize it. The reactants are: Br[C:2]1[CH:3]=[C:4]([O:9][C:10]2[C:11]([F:35])=[C:12]([CH2:17][NH:18][C:19]([C:21]3[N:25]([CH2:26][O:27][CH2:28][CH2:29][Si:30]([CH3:33])([CH3:32])[CH3:31])[CH:24]=[N:23][C:22]=3[Cl:34])=[O:20])[CH:13]=[CH:14][C:15]=2[Cl:16])[CH:5]=[C:6]([Cl:8])[CH:7]=1.[CH3:36][Si:37]([C:40]#[CH:41])([CH3:39])[CH3:38]. (4) The reactants are: [N:1]([CH2:4][CH2:5][C@:6]1([O:19][CH3:20])[C@@H:10](O)[CH2:9][N:8]([C:12]([O:14][C:15]([CH3:18])([CH3:17])[CH3:16])=[O:13])[CH2:7]1)=[N+]=[N-].C(N(CC)CC)C.CS(Cl)(=O)=O.C([O-])(O)=O.[Na+]. Given the product [CH3:20][O:19][C@:6]12[CH2:7][N:8]([C:12]([O:14][C:15]([CH3:18])([CH3:17])[CH3:16])=[O:13])[CH2:9][C@H:10]1[NH:1][CH2:4][CH2:5]2, predict the reactants needed to synthesize it. (5) The reactants are: Br[CH2:2][CH2:3][O:4][C:5]1[CH:10]=[CH:9][C:8]([N+:11]([O-:13])=[O:12])=[CH:7][C:6]=1[O:14][CH3:15].[CH3:16][O:17][CH:18]1[CH2:23][CH2:22][NH:21][CH2:20][CH2:19]1. Given the product [CH3:16][O:17][CH:18]1[CH2:23][CH2:22][N:21]([CH2:2][CH2:3][O:4][C:5]2[CH:10]=[CH:9][C:8]([N+:11]([O-:13])=[O:12])=[CH:7][C:6]=2[O:14][CH3:15])[CH2:20][CH2:19]1, predict the reactants needed to synthesize it. (6) Given the product [NH2:1][C:2]1[CH:9]=[CH:8][CH:7]=[C:6]([CH2:10][CH2:11][C:12]([CH3:15])([CH3:14])[CH3:13])[C:3]=1[C:4]#[N:5], predict the reactants needed to synthesize it. The reactants are: [NH2:1][C:2]1[CH:9]=[CH:8][CH:7]=[C:6]([C:10]#[C:11][C:12]([CH3:15])([CH3:14])[CH3:13])[C:3]=1[C:4]#[N:5]. (7) Given the product [NH2:47][C:36](=[O:37])[CH2:35][C:30]1[CH:31]=[CH:32][CH:33]=[CH:34][C:29]=1[CH2:28][CH2:27][C:25]1[C:24]([C:39]([F:40])([F:42])[F:41])=[CH:23][N:22]=[C:21]([NH:20][C:17]2[CH:18]=[CH:19][C:14]([N:11]3[CH2:12][CH2:13][N:8]([C:6]([O:5][C:1]([CH3:4])([CH3:2])[CH3:3])=[O:7])[CH2:9][CH2:10]3)=[CH:15][C:16]=2[O:43][CH3:44])[N:26]=1, predict the reactants needed to synthesize it. The reactants are: [C:1]([O:5][C:6]([N:8]1[CH2:13][CH2:12][N:11]([C:14]2[CH:19]=[CH:18][C:17]([NH:20][C:21]3[N:26]=[C:25]([CH2:27][CH2:28][C:29]4[CH:34]=[CH:33][CH:32]=[CH:31][C:30]=4[CH2:35][C:36]([O-])=[O:37])[C:24]([C:39]([F:42])([F:41])[F:40])=[CH:23][N:22]=3)=[C:16]([O:43][CH3:44])[CH:15]=2)[CH2:10][CH2:9]1)=[O:7])([CH3:4])([CH3:3])[CH3:2].[Li+].O[N:47]1C2C=CC=CC=2N=N1.C(N=C=NCCCN(C)C)C.Cl.C(N(CC)C(C)C)(C)C.C(=O)([O-])[O-].[NH4+].[NH4+]. (8) Given the product [Cl:21][C:22]1[N:27]=[C:26]([NH:1][C:2]2[CH:3]=[C:4]([NH:8][S:9]([C:12]3[CH:17]=[CH:16][CH:15]=[C:14]([N+:18]([O-:20])=[O:19])[CH:13]=3)(=[O:10])=[O:11])[CH:5]=[CH:6][CH:7]=2)[C:25]([Cl:29])=[CH:24][N:23]=1, predict the reactants needed to synthesize it. The reactants are: [NH2:1][C:2]1[CH:3]=[C:4]([NH:8][S:9]([C:12]2[CH:17]=[CH:16][CH:15]=[C:14]([N+:18]([O-:20])=[O:19])[CH:13]=2)(=[O:11])=[O:10])[CH:5]=[CH:6][CH:7]=1.[Cl:21][C:22]1[N:27]=[C:26](Cl)[C:25]([Cl:29])=[CH:24][N:23]=1.C(=O)([O-])[O-].[K+].[K+].